From a dataset of Catalyst prediction with 721,799 reactions and 888 catalyst types from USPTO. Predict which catalyst facilitates the given reaction. (1) Reactant: [CH:1]1[C:10]2[C:5](=[CH:6][CH:7]=[C:8](OS(C(F)(F)F)(=O)=O)[CH:9]=2)[CH:4]=[CH:3][N:2]=1.[CH3:19][N:20]1[CH2:25][CH2:24][N:23]([CH2:26][C:27]2[CH:51]=[CH:50][C:30]([C:31]([NH:33][C:34]3[CH:39]=[CH:38][C:37]([CH3:40])=[C:36](B4OC(C)(C)C(C)(C)O4)[CH:35]=3)=[O:32])=[CH:29][C:28]=2[C:52]([F:55])([F:54])[F:53])[CH2:22][CH2:21]1.P([O-])([O-])([O-])=O.[K+].[K+].[K+]. Product: [CH:1]1[C:10]2[C:5](=[CH:6][CH:7]=[C:8]([C:36]3[CH:35]=[C:34]([NH:33][C:31](=[O:32])[C:30]4[CH:50]=[CH:51][C:27]([CH2:26][N:23]5[CH2:22][CH2:21][N:20]([CH3:19])[CH2:25][CH2:24]5)=[C:28]([C:52]([F:53])([F:54])[F:55])[CH:29]=4)[CH:39]=[CH:38][C:37]=3[CH3:40])[CH:9]=2)[CH:4]=[CH:3][N:2]=1. The catalyst class is: 77. (2) Product: [NH2:24][C:21]1[CH:22]=[CH:23][C:18]([N:15]2[CH2:16][CH2:17][C@H:12]([NH2:11])[C@H:13]([F:29])[CH2:14]2)=[CH:19][C:20]=1[O:27][CH3:28]. The catalyst class is: 153. Reactant: C(O)C.C([NH:11][C@H:12]1[CH2:17][CH2:16][N:15]([C:18]2[CH:23]=[CH:22][C:21]([N+:24]([O-])=O)=[C:20]([O:27][CH3:28])[CH:19]=2)[CH2:14][C@H:13]1[F:29])C1C=CC=CC=1. (3) Reactant: [CH3:1][O:2][C:3]1[CH:4]=[CH:5][C:6]([NH:11][C:12]2[C:13]3[N:14]([N:28]=[CH:29][N:30]=3)[CH:15]=[C:16]([N:18]3[CH2:23][CH2:22][CH2:21][CH:20]([C:24]([O:26]C)=[O:25])[CH2:19]3)[CH:17]=2)=[N:7][C:8]=1[O:9][CH3:10].[OH-].[Na+].Cl. Product: [CH3:1][O:2][C:3]1[CH:4]=[CH:5][C:6]([NH:11][C:12]2[C:13]3[N:14]([N:28]=[CH:29][N:30]=3)[CH:15]=[C:16]([N:18]3[CH2:23][CH2:22][CH2:21][CH:20]([C:24]([OH:26])=[O:25])[CH2:19]3)[CH:17]=2)=[N:7][C:8]=1[O:9][CH3:10]. The catalyst class is: 38. (4) Reactant: [C:1]([C:3]1[CH:8]=[CH:7][C:6]([NH:9][C:10]2[CH:15]=[CH:14][CH:13]=[CH:12][N:11]=2)=[CH:5][C:4]=1[OH:16])#[N:2].C([O-])([O-])=O.[Cs+].[Cs+].Br[CH2:24][CH:25]=[C:26]([CH3:28])[CH3:27]. Product: [C:1]([C:3]1[CH:8]=[CH:7][C:6]([NH:9][C:10]2[CH:15]=[CH:14][CH:13]=[CH:12][N:11]=2)=[CH:5][C:4]=1[O:16][CH2:24][CH:25]=[C:26]([CH3:28])[CH3:27])#[N:2]. The catalyst class is: 21. (5) Reactant: C([C:5]1[CH:6]=[C:7](C(CCCCCCCCC[Si](OCC)(OCC)C)C([O-])=O)[CH:8]=[C:9](/[CH:12]=[N:13]/[C@@H:14]2CCCC[C@H:15]2/[N:20]=[CH:21]/[C:22]2[CH:27]=[C:26](C(C)(C)C)[CH:25]=[C:24](C(C)(C)C)[C:23]=2[OH:36])[C:10]=1[OH:11])(C)(C)C. Product: [CH:26]1[CH:25]=[CH:24][C:23](=[O:36])/[C:22](=[CH:21]\[NH:20][CH2:15][CH2:14][NH:13]/[CH:12]=[C:9]2\[C:10]([CH:5]=[CH:6][CH:7]=[CH:8]\2)=[O:11])/[CH:27]=1. The catalyst class is: 59. (6) Reactant: [H-].[Na+].[Cl:3][C:4]1[CH:9]=[CH:8][C:7]([NH:10][C:11](=[S:13])[CH3:12])=[C:6](F)[CH:5]=1.CN(C=O)C. Product: [Cl:3][C:4]1[CH:9]=[CH:8][C:7]2[N:10]=[C:11]([CH3:12])[S:13][C:6]=2[CH:5]=1. The catalyst class is: 11.